This data is from Forward reaction prediction with 1.9M reactions from USPTO patents (1976-2016). The task is: Predict the product of the given reaction. (1) Given the reactants F[C:2]1[CH:7]=[C:6]([C:8]2[C:9]([C:14]3[CH:19]=[CH:18][C:17]([F:20])=[CH:16][CH:15]=3)=[N:10][O:11][C:12]=2[CH3:13])[CH:5]=[CH:4][N:3]=1.[ClH:21], predict the reaction product. The product is: [Cl:21][C:2]1[CH:7]=[C:6]([C:8]2[C:9]([C:14]3[CH:19]=[CH:18][C:17]([F:20])=[CH:16][CH:15]=3)=[N:10][O:11][C:12]=2[CH3:13])[CH:5]=[CH:4][N:3]=1. (2) Given the reactants [Cl:1][C:2]1[N:7]=[C:6]([C:8]([OH:10])=O)[C:5]([CH3:11])=[CH:4][CH:3]=1.CN(C=O)C.C(Cl)(=O)C(Cl)=O.[NH2:23][C:24]1[C:34]([CH3:35])=[CH:33][C:27]([C:28]([O:30][CH2:31][CH3:32])=[O:29])=[CH:26][C:25]=1[CH3:36].N1C=CC=CC=1, predict the reaction product. The product is: [Cl:1][C:2]1[N:7]=[C:6]([C:8]([NH:23][C:24]2[C:25]([CH3:36])=[CH:26][C:27]([C:28]([O:30][CH2:31][CH3:32])=[O:29])=[CH:33][C:34]=2[CH3:35])=[O:10])[C:5]([CH3:11])=[CH:4][CH:3]=1.